This data is from Forward reaction prediction with 1.9M reactions from USPTO patents (1976-2016). The task is: Predict the product of the given reaction. (1) Given the reactants Cl.Cl.[NH2:3][CH2:4][C:5]1[C:14]([O:15][C@@H:16]([C:23]2[CH:28]=[CH:27][CH:26]=[CH:25][CH:24]=2)[CH2:17][N:18]2[CH:22]=[CH:21][N:20]=[CH:19]2)=[CH:13][CH:12]=[C:11]2[C:6]=1[CH2:7][CH2:8][CH2:9][C:10]2=[O:29].[C:30]1([S:36](Cl)(=[O:38])=[O:37])[CH:35]=[CH:34][CH:33]=[CH:32][CH:31]=1, predict the reaction product. The product is: [N:18]1([CH2:17][C@H:16]([C:23]2[CH:24]=[CH:25][CH:26]=[CH:27][CH:28]=2)[O:15][C:14]2[CH:13]=[CH:12][C:11]3[C:10](=[O:29])[CH2:9][CH2:8][CH2:7][C:6]=3[C:5]=2[CH2:4][NH:3][S:36]([C:30]2[CH:35]=[CH:34][CH:33]=[CH:32][CH:31]=2)(=[O:38])=[O:37])[CH:22]=[CH:21][N:20]=[CH:19]1. (2) Given the reactants C(O[C:6](=[O:28])[NH:7][C@@H:8]([CH2:21][C:22]1[CH:27]=[CH:26][CH:25]=[CH:24][CH:23]=1)[CH:9]([C:11](=[O:20])[NH:12][CH2:13][C:14]1[CH:19]=[CH:18][CH:17]=[CH:16][CH:15]=1)[OH:10])(C)(C)C.FC(F)(F)C(O)=O.C(N(CC)C(C)C)(C)C.[CH2:45]1[C:53]2[C:48](=[CH:49][CH:50]=[CH:51][CH:52]=2)[CH2:47][CH:46]1[C:54]([NH:56][C@@H:57]([CH3:74])[C:58]([NH:60][C@@H:61]([CH2:65][C:66]1[CH:71]=[CH:70][C:69]([O:72][CH3:73])=[CH:68][CH:67]=1)C(O)=O)=[O:59])=[O:55].CN(C(ON1N=NC2C=CC=NC1=2)=[N+](C)C)C.F[P-](F)(F)(F)(F)F, predict the reaction product. The product is: [CH2:21]([C@H:8]([NH:7][C:6]([C@@H:61]([NH:60][C:58]([C@@H:57]([NH:56][C:54]([CH:46]1[CH2:45][C:53]2[C:48](=[CH:49][CH:50]=[CH:51][CH:52]=2)[CH2:47]1)=[O:55])[CH3:74])=[O:59])[CH2:65][C:66]1[CH:67]=[CH:68][C:69]([O:72][CH3:73])=[CH:70][CH:71]=1)=[O:28])[CH:9]([C:11](=[O:20])[NH:12][CH2:13][C:14]1[CH:15]=[CH:16][CH:17]=[CH:18][CH:19]=1)[OH:10])[C:22]1[CH:23]=[CH:24][CH:25]=[CH:26][CH:27]=1. (3) Given the reactants [CH2:1]([O:8][C:9]1[CH:18]=[C:17]2[C:12]([C:13]([O:19][C:20]3[CH:25]=[CH:24][C:23](N)=[CH:22][C:21]=3[F:27])=[CH:14][CH:15]=[N:16]2)=[CH:11][CH:10]=1)[C:2]1[CH:7]=[CH:6][CH:5]=[CH:4][CH:3]=1.[F:28][C:29]1[CH:34]=[CH:33][C:32]([NH:35][C:36]([C:38]2([C:41]([OH:43])=O)[CH2:40][CH2:39]2)=[O:37])=[CH:31][CH:30]=1.C[N:45](C(ON1N=NC2C=CC=NC1=2)=[N+](C)C)C.F[P-](F)(F)(F)(F)F, predict the reaction product. The product is: [CH2:1]([O:8][C:9]1[CH:18]=[C:17]2[C:12]([C:13]([O:19][C:20]3[CH:25]=[CH:24][C:23]([N:35]([C:32]4[CH:31]=[CH:30][C:29]([F:28])=[CH:34][CH:33]=4)[C:36]([C:38]4([C:41]([NH2:45])=[O:43])[CH2:39][CH2:40]4)=[O:37])=[CH:22][C:21]=3[F:27])=[CH:14][CH:15]=[N:16]2)=[CH:11][CH:10]=1)[C:2]1[CH:3]=[CH:4][CH:5]=[CH:6][CH:7]=1. (4) Given the reactants [C:1]([O:5][C:6](=[O:35])[C:7]1[CH:12]=[CH:11][CH:10]=[C:9]([CH2:13][CH:14]([B:20]2[O:28][CH:27]3[C:22]([CH3:32])([CH:23]4[CH2:29][CH:25]([CH2:26]3)[C:24]4([CH3:31])[CH3:30])[O:21]2)[NH:15][Si](C)(C)C)[C:8]=1[O:33][CH3:34])([CH3:4])([CH3:3])[CH3:2].[C:36]([O:40][C:41]([NH:43][CH2:44][CH:45]1[CH2:50][CH2:49][C:48]([CH2:55][C:56](O)=[O:57])([CH2:51][N+:52]([O-:54])=[O:53])[CH2:47][CH2:46]1)=[O:42])([CH3:39])([CH3:38])[CH3:37], predict the reaction product. The product is: [C:1]([O:5][C:6](=[O:35])[C:7]1[CH:12]=[CH:11][CH:10]=[C:9]([CH2:13][CH:14]([NH:15][C:56](=[O:57])[CH2:55][C:48]2([CH2:51][N+:52]([O-:54])=[O:53])[CH2:47][CH2:46][CH:45]([CH2:44][NH:43][C:41]([O:40][C:36]([CH3:39])([CH3:38])[CH3:37])=[O:42])[CH2:50][CH2:49]2)[B:20]2[O:28][CH:27]3[C:22]([CH3:32])([CH:23]4[CH2:29][CH:25]([CH2:26]3)[C:24]4([CH3:31])[CH3:30])[O:21]2)[C:8]=1[O:33][CH3:34])([CH3:4])([CH3:3])[CH3:2]. (5) Given the reactants C([N:8]1[CH2:13][CH2:12][CH:11]([NH:14][C:15](=[O:23])[C:16]2[CH:21]=[CH:20][C:19]([F:22])=[CH:18][CH:17]=2)[CH2:10][CH2:9]1)C1C=CC=CC=1, predict the reaction product. The product is: [NH:8]1[CH2:9][CH2:10][CH:11]([NH:14][C:15](=[O:23])[C:16]2[CH:21]=[CH:20][C:19]([F:22])=[CH:18][CH:17]=2)[CH2:12][CH2:13]1. (6) Given the reactants [CH3:1][CH:2]([CH3:21])[CH2:3][CH:4]([C:8]1[CH:13]=[CH:12][C:11]([N+:14]([O-:16])=[O:15])=[C:10]([C:17]([F:20])([F:19])[F:18])[CH:9]=1)[C:5]([OH:7])=[O:6].S(=O)(=O)(O)O.[CH2:27](O)[CH3:28], predict the reaction product. The product is: [CH2:27]([O:6][C:5](=[O:7])[CH:4]([C:8]1[CH:13]=[CH:12][C:11]([N+:14]([O-:16])=[O:15])=[C:10]([C:17]([F:18])([F:19])[F:20])[CH:9]=1)[CH2:3][CH:2]([CH3:21])[CH3:1])[CH3:28].